This data is from Reaction yield outcomes from USPTO patents with 853,638 reactions. The task is: Predict the reaction yield, written as a fraction of the theoretical maximum amount of product (1.0 means a 100% yield; for example, 0.34 means a 34% yield). (1) The reactants are [Cl:1][C:2]1[N:3]=[N:4][C:5]([Cl:17])=[CH:6][C:7]=1[O:8][CH2:9][CH:10]1[CH2:14][O:13]C(C)(C)[O:11]1. The yield is 0.460. The catalyst is CO.Cl.O1CCOCC1. The product is [Cl:1][C:2]1[N:3]=[N:4][C:5]([Cl:17])=[CH:6][C:7]=1[O:8][CH2:9][CH:10]([OH:11])[CH2:14][OH:13]. (2) The reactants are [Cl:1][C:2]1[CH:7]=[CH:6][CH:5]=[CH:4][C:3]=1[N:8]1[C:12]([O:13][C:14]2[CH:19]=[CH:18][CH:17]=[CH:16][C:15]=2[NH2:20])=[CH:11][C:10]([CH3:21])=[N:9]1.[CH3:22][O:23][C:24](=[O:34])[C:25]1[CH:30]=[CH:29][C:28]([N:31]=[C:32]=[O:33])=[CH:27][CH:26]=1. The catalyst is O1CCCC1. The product is [CH3:22][O:23][C:24](=[O:34])[C:25]1[CH:26]=[CH:27][C:28]([NH:31][C:32]([NH:20][C:15]2[CH:16]=[CH:17][CH:18]=[CH:19][C:14]=2[O:13][C:12]2[N:8]([C:3]3[CH:4]=[CH:5][CH:6]=[CH:7][C:2]=3[Cl:1])[N:9]=[C:10]([CH3:21])[CH:11]=2)=[O:33])=[CH:29][CH:30]=1. The yield is 1.00. (3) The yield is 0.570. The catalyst is CO. The product is [F:32][C:2]([F:1])([F:31])[C:3]1[CH:26]=[C:25]([C:27]([F:28])([F:30])[F:29])[CH:24]=[CH:23][C:4]=1[CH2:5][O:6][C:7]1[CH:12]=[CH:11][C:10](/[CH:13]=[C:14]2/[C:15]([NH:38][CH2:37][CH2:36][N:35]([CH2:39][CH3:40])[CH2:33][CH3:34])=[N:16][C:17](=[O:19])[S:18]/2)=[CH:9][C:8]=1[O:21][CH3:22]. The reactants are [F:1][C:2]([F:32])([F:31])[C:3]1[CH:26]=[C:25]([C:27]([F:30])([F:29])[F:28])[CH:24]=[CH:23][C:4]=1[CH2:5][O:6][C:7]1[CH:12]=[CH:11][C:10](/[CH:13]=[C:14]2/[C:15](=S)[NH:16][C:17](=[O:19])[S:18]/2)=[CH:9][C:8]=1[O:21][CH3:22].[CH2:33]([N:35]([CH2:39][CH3:40])[CH2:36][CH2:37][NH2:38])[CH3:34]. (4) The yield is 0.883. The product is [Br:1][C:2]1[CH:3]=[CH:4][C:5]2[O:6][C:7]3[CH:8]=[CH:9][N:10]=[CH:11][C:12]=3[C:13](=[O:15])[C:16]=2[CH:17]=1. No catalyst specified. The reactants are [Br:1][C:2]1[CH:17]=[CH:16][C:5]([O:6][C:7]2[C:12]([C:13]([OH:15])=O)=[CH:11][N:10]=[CH:9][CH:8]=2)=[CH:4][CH:3]=1.S(=O)(=O)(O)O.[OH-].[Na+]. (5) The reactants are [F:1][C:2]1[CH:7]=[CH:6][C:5]([N:8]2[C:16]3[CH:15]=[C:14]4CCCC(C=O)[C:13]4([CH3:23])[CH2:12][C:11]=3[CH:10]=[N:9]2)=[CH:4][CH:3]=1.[CH:24]1[C:37]2[C:28](=[CH:29][C:30]3[C:35]([C:36]=2[CH:38]=O)=[CH:34][CH:33]=[CH:32][CH:31]=3)[CH:27]=[CH:26][CH:25]=1.[CH2:40]1[CH2:44][O:43][CH2:42][CH2:41]1. No catalyst specified. The product is [CH:34]1[C:35]2[C:30](=[CH:29][C:28]3[C:37]([C:36]=2[CH:38]=[C:40]2[C:44](=[O:43])[C:13]4([CH3:12])[CH2:23][C:11]5[CH:10]=[N:9][N:8]([C:5]6[CH:6]=[CH:7][C:2]([F:1])=[CH:3][CH:4]=6)[C:16]=5[CH:15]=[C:14]4[CH2:42][CH2:41]2)=[CH:24][CH:25]=[CH:26][CH:27]=3)[CH:31]=[CH:32][CH:33]=1. The yield is 0.780. (6) The yield is 0.701. The catalyst is O1CCCC1. The product is [CH2:1]([O:8][C:9]1[CH:14]=[C:13]([N:15]([CH2:38][CH2:39][CH2:40][CH3:41])[CH2:16][CH2:17][CH2:18][CH2:19][OH:20])[CH:12]=[CH:11][C:10]=1[CH:42]=[CH:43][C:44]1[S:48][C:47]([CH:49]=[O:50])=[CH:46][CH:45]=1)[C:2]1[CH:7]=[CH:6][CH:5]=[CH:4][CH:3]=1. The reactants are [CH2:1]([O:8][C:9]1[CH:14]=[C:13]([N:15]([CH2:38][CH2:39][CH2:40][CH3:41])[CH2:16][CH2:17][CH2:18][CH2:19][O:20][Si](C(C)(C)C)(C2C=CC=CC=2)C2C=CC=CC=2)[CH:12]=[CH:11][C:10]=1[CH:42]=[CH:43][C:44]1[S:48][C:47]([CH:49]=[O:50])=[CH:46][CH:45]=1)[C:2]1[CH:7]=[CH:6][CH:5]=[CH:4][CH:3]=1.[F-].C([N+](CCCC)(CCCC)CCCC)CCC.O.C(OCC)(=O)C. (7) The reactants are [Br:1][C:2]1[CH:3]=[C:4]([CH:21]=[C:22]([C:24]([F:27])([F:26])[F:25])[CH:23]=1)[C:5]([N:7]([CH2:9][C@H:10]([C:14]1[CH:19]=[CH:18][C:17]([F:20])=[CH:16][CH:15]=1)[CH2:11][CH:12]=C)[CH3:8])=[O:6].C[N+]1([O-])CC[O:32]CC1.OS([O-])=O.[Na+]. The catalyst is CC(C)=O.O.O=[Os](=O)(=O)=O. The product is [Br:1][C:2]1[CH:3]=[C:4]([CH:21]=[C:22]([C:24]([F:27])([F:26])[F:25])[CH:23]=1)[C:5]([N:7]([CH2:9][C@H:10]([C:14]1[CH:19]=[CH:18][C:17]([F:20])=[CH:16][CH:15]=1)[CH2:11][CH:12]=[O:32])[CH3:8])=[O:6]. The yield is 0.900. (8) The reactants are [N:1]([C:4]1[CH:5]=[C:6]([C:10]2[CH:15]=[CH:14][CH:13]=[C:12]([N:16]3[CH2:20][CH2:19][CH2:18][CH2:17]3)[N:11]=2)[CH:7]=[CH:8][CH:9]=1)=[C:2]=S.[Cl:21][C:22]1[CH:31]=[CH:30][C:25]([C:26]([NH:28][NH2:29])=[O:27])=[CH:24][CH:23]=1. The catalyst is C1COCC1. The product is [Cl:21][C:22]1[CH:23]=[CH:24][C:25]([C:26]2[O:27][C:2]([NH:1][C:4]3[CH:9]=[CH:8][CH:7]=[C:6]([C:10]4[CH:15]=[CH:14][CH:13]=[C:12]([N:16]5[CH2:20][CH2:19][CH2:18][CH2:17]5)[N:11]=4)[CH:5]=3)=[N:29][N:28]=2)=[CH:30][CH:31]=1. The yield is 0.300.